Dataset: Experimentally validated miRNA-target interactions with 360,000+ pairs, plus equal number of negative samples. Task: Binary Classification. Given a miRNA mature sequence and a target amino acid sequence, predict their likelihood of interaction. The miRNA is gga-miR-23b-5p with sequence GGGUUCCUGGCAUGAUGAUUU. The protein sequence of the target gene is MRQPPGESDMAVSDALLPSFSTFASGPAGREKTLRPAGAPTNRWREELSHMKRLPPLPGRPYDLAATVATDLESGGAGAACSSNNPALLARRETEEFNDLLDLDFILSNSLTHQESVAATVTTSASASSSSSPASSGPASAPSTCSFSYPIRAGGDPGVAASNTGGGLLYSRESAPPPTAPFNLADINDVSPSGGFVAELLRPELDPVYIPPQQPQPPGGGLMGKFVLKASLTTPGSEYSSPSVISVSKGSPDGSHPVVVAPYSGGPPRMCPKIKQEAVPSCTVSRSLEAHLSAGPQLSN.... Result: 0 (no interaction).